Dataset: TCR-epitope binding with 47,182 pairs between 192 epitopes and 23,139 TCRs. Task: Binary Classification. Given a T-cell receptor sequence (or CDR3 region) and an epitope sequence, predict whether binding occurs between them. (1) The epitope is FLLNKEMYL. The TCR CDR3 sequence is CAWSPQGYGGEAFF. Result: 0 (the TCR does not bind to the epitope). (2) The epitope is ISPRTLNAW. The TCR CDR3 sequence is CASSQVAGTNTGELFF. Result: 0 (the TCR does not bind to the epitope). (3) Result: 0 (the TCR does not bind to the epitope). The epitope is RLRAEAQVK. The TCR CDR3 sequence is CASSQSPDGTQYF. (4) The epitope is AVFDRKSDAK. The TCR CDR3 sequence is CASSLRRNEQFF. Result: 1 (the TCR binds to the epitope).